Dataset: Forward reaction prediction with 1.9M reactions from USPTO patents (1976-2016). Task: Predict the product of the given reaction. (1) Given the reactants FC(F)(F)C(O)=O.[S:8]1[C:12]2[CH:13]=[CH:14][CH:15]=[CH:16][C:11]=2[N:10]=[C:9]1[NH:17][C:18]([N:20]1[C:29]2[C:24](=[CH:25][CH:26]=[C:27]([C:30]3[N:35]=[C:34]([C:36]([O:38]C(C)(C)C)=[O:37])[CH:33]=[CH:32][CH:31]=3)[CH:28]=2)[N:23]([CH3:43])[CH2:22][CH2:21]1)=[O:19], predict the reaction product. The product is: [S:8]1[C:12]2[CH:13]=[CH:14][CH:15]=[CH:16][C:11]=2[N:10]=[C:9]1[NH:17][C:18]([N:20]1[C:29]2[C:24](=[CH:25][CH:26]=[C:27]([C:30]3[N:35]=[C:34]([C:36]([OH:38])=[O:37])[CH:33]=[CH:32][CH:31]=3)[CH:28]=2)[N:23]([CH3:43])[CH2:22][CH2:21]1)=[O:19]. (2) The product is: [C:30]([CH:28]([CH:26]([C:25]([OH:34])=[O:33])[OH:27])[OH:29])([OH:32])=[O:31].[CH:1]1([N:5]2[CH2:10][CH2:9][CH:8]([O:11][C:12]3[S:13][C:14]4[CH2:15][N:16]([C:21](=[O:24])[CH2:22][CH3:23])[CH2:17][CH2:18][C:19]=4[N:20]=3)[CH2:7][CH2:6]2)[CH2:2][CH2:3][CH2:4]1. Given the reactants [CH:1]1([N:5]2[CH2:10][CH2:9][CH:8]([O:11][C:12]3[S:13][C:14]4[CH2:15][N:16]([C:21](=[O:24])[CH2:22][CH3:23])[CH2:17][CH2:18][C:19]=4[N:20]=3)[CH2:7][CH2:6]2)[CH2:4][CH2:3][CH2:2]1.[C:25]([OH:34])(=[O:33])[C@@H:26]([C@H:28]([C:30]([OH:32])=[O:31])[OH:29])[OH:27], predict the reaction product. (3) The product is: [CH3:4][C:1]([O:5][C:6](=[O:7])[NH:8][C@@H:9]([CH2:15][CH:16]([CH3:18])[CH3:17])[CH:10]([OH:14])[C:11](=[O:13])[NH:28][CH2:27][CH2:26][O:19][C:20]1[CH:25]=[CH:24][CH:23]=[CH:22][CH:21]=1)([CH3:2])[CH3:3]. Given the reactants [C:1]([O:5][C:6]([NH:8][C@@H:9]([CH2:15][CH:16]([CH3:18])[CH3:17])[CH:10]([OH:14])[C:11]([OH:13])=O)=[O:7])([CH3:4])([CH3:3])[CH3:2].[O:19]([CH2:26][CH2:27][NH2:28])[C:20]1[CH:25]=[CH:24][CH:23]=[CH:22][CH:21]=1.C(N)C, predict the reaction product.